This data is from Forward reaction prediction with 1.9M reactions from USPTO patents (1976-2016). The task is: Predict the product of the given reaction. (1) Given the reactants [CH3:1][O:2][C:3]1[CH:4]=[C:5]([CH:33]=[CH:34][C:35]=1[O:36][CH3:37])[CH2:6][CH:7]1[C:16]2[C:11](=[CH:12][C:13]([O:18][CH3:19])=[C:14]([OH:17])[CH:15]=2)[CH2:10][CH2:9][N:8]1[CH2:20][C:21]([NH:23][CH:24]1[C:32]2[C:27](=[CH:28][CH:29]=[CH:30][CH:31]=2)[CH2:26][CH2:25]1)=[O:22].Cl[C:39]1[CH:44]=[CH:43][C:42]([C:45]([F:48])([F:47])[F:46])=[CH:41][N:40]=1, predict the reaction product. The product is: [CH3:1][O:2][C:3]1[CH:4]=[C:5]([CH:33]=[CH:34][C:35]=1[O:36][CH3:37])[CH2:6][CH:7]1[C:16]2[C:11](=[CH:12][C:13]([O:18][CH3:19])=[C:14]([O:17][C:39]3[CH:44]=[CH:43][C:42]([C:45]([F:48])([F:47])[F:46])=[CH:41][N:40]=3)[CH:15]=2)[CH2:10][CH2:9][N:8]1[CH2:20][C:21]([NH:23][CH:24]1[C:32]2[C:27](=[CH:28][CH:29]=[CH:30][CH:31]=2)[CH2:26][CH2:25]1)=[O:22]. (2) Given the reactants [CH2:1]1[O:10][C:4]([CH2:6][CH2:7][CH2:8]Cl)([CH3:5])[O:3][CH2:2]1.[F:11][C:12]([F:42])([F:41])[C:13]1[CH:14]=[C:15]([CH:34]=[C:35]([C:37]([F:40])([F:39])[F:38])[CH:36]=1)[C:16]([N:18]1[CH2:23][CH2:22][NH:21][CH2:20][C@H:19]1[CH2:24][C:25]1[C:33]2[C:28](=[CH:29][CH:30]=[CH:31][CH:32]=2)[NH:27][CH:26]=1)=[O:17].C(N(C(C)C)CC)(C)C.CN(C)C=O, predict the reaction product. The product is: [F:40][C:37]([F:38])([F:39])[C:35]1[CH:34]=[C:15]([CH:14]=[C:13]([C:12]([F:11])([F:41])[F:42])[CH:36]=1)[C:16]([N:18]1[CH2:23][CH2:22][N:21]([CH2:8][CH2:7][CH2:6][C:4]2([CH3:5])[O:10][CH2:1][CH2:2][O:3]2)[CH2:20][C@H:19]1[CH2:24][C:25]1[C:33]2[C:28](=[CH:29][CH:30]=[CH:31][CH:32]=2)[NH:27][CH:26]=1)=[O:17]. (3) Given the reactants [Cl:1][C:2]1[C:3]2[N:4]([C:11]([CH3:14])=[CH:12][CH:13]=2)[C:5]([C:8]([OH:10])=O)=[CH:6][N:7]=1.C(N1CCOCC1)C.Cl.[O:24]1[CH2:29][CH2:28][CH:27]([CH2:30][NH2:31])[CH2:26][CH2:25]1.O.ON1C2C=CC=CC=2N=N1.CN(C)CCCN=C=NCC, predict the reaction product. The product is: [Cl:1][C:2]1[C:3]2[N:4]([C:11]([CH3:14])=[CH:12][CH:13]=2)[C:5]([C:8]([NH:31][CH2:30][CH:27]2[CH2:28][CH2:29][O:24][CH2:25][CH2:26]2)=[O:10])=[CH:6][N:7]=1. (4) Given the reactants [CH3:1][N:2]([CH3:25])[CH2:3][CH2:4]/[CH:5]=[CH:6]\[C:7]1[S:15][C:14]2[C:9](=[N:10][CH:11]=[CH:12][C:13]=2[O:16][C:17]2[CH:23]=[CH:22][C:20]([NH2:21])=[CH:19][C:18]=2[F:24])[CH:8]=1.[CH3:26][N:27]([C:34]1[CH:39]=[CH:38][CH:37]=[CH:36][CH:35]=1)[C:28](=[O:33])[CH2:29][C:30](O)=[O:31].C(Cl)CCl, predict the reaction product. The product is: [CH3:25][N:2]([CH3:1])[CH2:3][CH2:4]/[CH:5]=[CH:6]\[C:7]1[S:15][C:14]2[C:9](=[N:10][CH:11]=[CH:12][C:13]=2[O:16][C:17]2[CH:23]=[CH:22][C:20]([NH:21][C:30](=[O:31])[CH2:29][C:28]([N:27]([CH3:26])[C:34]3[CH:35]=[CH:36][CH:37]=[CH:38][CH:39]=3)=[O:33])=[CH:19][C:18]=2[F:24])[CH:8]=1. (5) The product is: [CH3:1][N:2]1[C:6]([C@@H:7]2[CH2:11][CH2:10][CH2:9][C@H:8]2[OH:12])=[CH:5][CH:4]=[N:3]1. Given the reactants [CH3:1][N:2]1[C:6]([C@H:7]2[CH2:11][CH2:10][CH2:9][C@@H:8]2[OH:12])=[CH:5][CH:4]=[N:3]1, predict the reaction product. (6) Given the reactants [CH2:1]([C:3]1[C:8](=[O:9])[NH:7][C:6]([CH3:10])=[C:5]([C:11]2[O:15][C:14]([S:16]([Cl:19])(=[O:18])=[O:17])=[CH:13][CH:12]=2)[CH:4]=1)[CH3:2].[N:20]1([CH2:25][CH2:26][CH2:27][NH2:28])[CH2:24][CH2:23][CH2:22][CH2:21]1, predict the reaction product. The product is: [ClH:19].[N:20]1([CH2:25][CH2:26][CH2:27][NH:28][S:16]([C:14]2[O:15][C:11]([C:5]3[CH:4]=[C:3]([CH2:1][CH3:2])[C:8](=[O:9])[NH:7][C:6]=3[CH3:10])=[CH:12][CH:13]=2)(=[O:18])=[O:17])[CH2:24][CH2:23][CH2:22][CH2:21]1. (7) The product is: [F:28][C:29]1[CH:34]=[CH:33][C:32]([N:35]([C:2]2[CH:3]=[CH:4][C:5]([O:8][C:9]3[CH:14]=[CH:13][N:12]=[C:11]4[CH:15]=[C:16]([C:18]5[CH:27]=[CH:26][C:21]([C:22](=[O:23])[NH:24][CH3:25])=[CH:20][CH:19]=5)[S:17][C:10]=34)=[CH:6][N:7]=2)[C:36]([C:38]2([C:41]([NH2:46])=[O:42])[CH2:40][CH2:39]2)=[O:37])=[CH:31][CH:30]=1. Given the reactants N[C:2]1[N:7]=[CH:6][C:5]([O:8][C:9]2[CH:14]=[CH:13][N:12]=[C:11]3[CH:15]=[C:16]([C:18]4[CH:27]=[CH:26][C:21]([C:22]([NH:24][CH3:25])=[O:23])=[CH:20][CH:19]=4)[S:17][C:10]=23)=[CH:4][CH:3]=1.[F:28][C:29]1[CH:34]=[CH:33][C:32]([NH:35][C:36]([C:38]2([C:41](F)=[O:42])[CH2:40][CH2:39]2)=[O:37])=[CH:31][CH:30]=1.CC#[N:46], predict the reaction product.